Dataset: Forward reaction prediction with 1.9M reactions from USPTO patents (1976-2016). Task: Predict the product of the given reaction. Given the reactants [OH:1][C:2]1[C:3]([C:21](O)=[O:22])=[N:4][C:5]([N:12]2[CH2:17][CH2:16][CH2:15][N:14]([CH3:18])[S:13]2(=[O:20])=[O:19])=[C:6]2[C:11]=1[N:10]=[CH:9][CH:8]=[CH:7]2.[Cl-].[CH3:25][NH:26][C:27]([C:29]1[CH:34]=[C:33]([F:35])[CH:32]=[CH:31][C:30]=1[CH2:36][NH3+:37])=[O:28].Cl.CN(C)CCCN=C=NCC.ON1C2N=CC=CC=2N=N1.C(N(C(C)C)CC)(C)C, predict the reaction product. The product is: [F:35][C:33]1[CH:32]=[CH:31][C:30]([CH2:36][NH:37][C:21]([C:3]2[C:2]([OH:1])=[C:11]3[C:6]([CH:7]=[CH:8][CH:9]=[N:10]3)=[C:5]([N:12]3[CH2:17][CH2:16][CH2:15][N:14]([CH3:18])[S:13]3(=[O:19])=[O:20])[N:4]=2)=[O:22])=[C:29]([C:27]([NH:26][CH3:25])=[O:28])[CH:34]=1.